Dataset: Full USPTO retrosynthesis dataset with 1.9M reactions from patents (1976-2016). Task: Predict the reactants needed to synthesize the given product. (1) Given the product [C:42]([CH2:43][CH2:44][C:45]([NH:1][CH2:2][C@:3]12[CH2:37][CH2:36][C@@H:35]([C:38]([CH3:40])=[CH2:39])[C@@H:4]1[C@@H:5]1[C@@:18]([CH3:21])([CH2:19][CH2:20]2)[C@@:17]2([CH3:22])[C@@H:8]([C@:9]3([CH3:34])[C@@H:14]([CH2:15][CH2:16]2)[C:13]([CH3:24])([CH3:23])[C:12]([C:25]2[CH:33]=[CH:32][C:28]([C:29]([OH:31])=[O:30])=[CH:27][CH:26]=2)=[CH:11][CH2:10]3)[CH2:7][CH2:6]1)=[O:46])([OH:47])=[O:41], predict the reactants needed to synthesize it. The reactants are: [NH2:1][CH2:2][C@:3]12[CH2:37][CH2:36][C@@H:35]([C:38]([CH3:40])=[CH2:39])[C@@H:4]1[C@@H:5]1[C@@:18]([CH3:21])([CH2:19][CH2:20]2)[C@@:17]2([CH3:22])[C@@H:8]([C@:9]3([CH3:34])[C@@H:14]([CH2:15][CH2:16]2)[C:13]([CH3:24])([CH3:23])[C:12]([C:25]2[CH:33]=[CH:32][C:28]([C:29]([OH:31])=[O:30])=[CH:27][CH:26]=2)=[CH:11][CH2:10]3)[CH2:7][CH2:6]1.[O:41]1[C:45](=[O:46])[CH2:44][CH2:43][C:42]1=[O:47].CCN(C(C)C)C(C)C. (2) The reactants are: C(OC([N:8]1[CH2:14][CH2:13][C:12](=[O:15])[CH:11]([CH3:16])[CH2:10][CH2:9]1)=O)(C)(C)C.C(Cl)[Cl:18]. Given the product [ClH:18].[CH3:16][CH:11]1[CH2:10][CH2:9][NH:8][CH2:14][CH2:13][C:12]1=[O:15], predict the reactants needed to synthesize it. (3) Given the product [CH:58]1([C:51]2([C:49]3[CH:50]=[C:45]([NH:44][C:8]([C:5]4[CH:4]=[CH:3][C:2]([Cl:1])=[CH:7][N:6]=4)=[O:10])[CH:46]=[CH:47][C:48]=3[F:61])[CH2:52][O:53][CH2:54][C:55](=[S:57])[NH:56]2)[CH2:60][CH2:59]1, predict the reactants needed to synthesize it. The reactants are: [Cl:1][C:2]1[CH:3]=[CH:4][C:5]([C:8]([OH:10])=O)=[N:6][CH:7]=1.CCN(C(C)C)C(C)C.F[P-](F)(F)(F)(F)F.N1(OC(N(C)C)=[N+](C)C)C2N=CC=CC=2N=N1.[NH2:44][C:45]1[CH:46]=[CH:47][C:48]([F:61])=[C:49]([C:51]2([CH:58]3[CH2:60][CH2:59]3)[NH:56][C:55](=[S:57])[CH2:54][O:53][CH2:52]2)[CH:50]=1.C(=O)([O-])O.[Na+]. (4) The reactants are: [N+:1]([C:4]1[C:13]2[C:8](=[CH:9][CH:10]=[CH:11][CH:12]=2)[CH:7]=[CH:6][CH:5]=1)([O-:3])=[O:2].[Br:14]Br. Given the product [N+:1]([C:4]1[CH:5]=[CH:6][CH:7]=[C:8]2[C:13]=1[CH:12]=[CH:11][CH:10]=[C:9]2[Br:14])([O-:3])=[O:2], predict the reactants needed to synthesize it. (5) Given the product [Cl:3][C:9]1[C:10]2[C:15]([CH3:16])=[C:14]([CH3:17])[N:13]([C:18]3[C:23]([Br:24])=[CH:22][C:21]([C:25]([F:28])([F:27])[F:26])=[CH:20][C:19]=3[Br:29])[C:11]=2[N:12]=[C:7]([CH3:6])[N:8]=1, predict the reactants needed to synthesize it. The reactants are: P(Cl)(Cl)([Cl:3])=O.[CH3:6][C:7]1[NH:8][C:9](=O)[C:10]2[C:15]([CH3:16])=[C:14]([CH3:17])[N:13]([C:18]3[C:23]([Br:24])=[CH:22][C:21]([C:25]([F:28])([F:27])[F:26])=[CH:20][C:19]=3[Br:29])[C:11]=2[N:12]=1. (6) Given the product [Cl:1][C:2]1[CH:3]=[CH:4][C:5]2[N:11]3[CH:12]=[CH:13][CH:14]=[C:10]3[C@@H:9]([CH2:15][C:16]([OH:18])=[O:17])[O:8][C@H:7]([C:20](=[O:29])[C:21]3[CH:26]=[CH:25][CH:24]=[C:23]([Cl:27])[C:22]=3[Cl:28])[C:6]=2[CH:30]=1, predict the reactants needed to synthesize it. The reactants are: [Cl:1][C:2]1[CH:3]=[CH:4][C:5]2[N:11]3[CH:12]=[CH:13][CH:14]=[C:10]3[C@@H:9]([CH2:15][C:16]([O:18]C)=[O:17])[O:8][C@H:7]([C:20](=[O:29])[C:21]3[CH:26]=[CH:25][CH:24]=[C:23]([Cl:27])[C:22]=3[Cl:28])[C:6]=2[CH:30]=1.CO.[OH-].[Na+].C(O)(=O)CC(CC(O)=O)(C(O)=O)O.